Regression. Given a target protein amino acid sequence and a drug SMILES string, predict the binding affinity score between them. We predict pKi (pKi = -log10(Ki in M); higher means stronger inhibition). Dataset: bindingdb_ki. From a dataset of Drug-target binding data from BindingDB using Ki measurements. (1) The target protein (Q9UBU3) has sequence MPSPGTVCSLLLLGMLWLDLAMAGSSFLSPEHQRVQQRKESKKPPAKLQPRALAGWLRPEDGGQAEGAEDELEVRFNAPFDVGIKLSGVQYQQHSQALGKFLQDILWEEAKEAPADK. The pKi is 7.0. The drug is CC(C)[C@@H]1NC[C@@H](C)Oc2ccccc2CCCNC(=O)[C@@H](Cc2ccc(F)cc2)NC(=O)[C@@H](C)N(C)C1=O. (2) The small molecule is CC(C)(C)CSc1nc2c(N)ncnc2n1C1O[C@H](COP(=O)(O)OP(=O)(O)OP(=O)(O)O)[C@@H](O)[C@H]1O. The target protein (O18956) has sequence MEDRRESELKVFCSKNILSILGFSCIIAVIALLALGLTQNKALPENVKFGIVLDAGSSHTSLYIYRWPAEKENDTGVVTQIEESNVKGPGISGFAKKVNEINVYLTACMERAQKVIPSIQHMETPVYLGATAGMRLLRMENKQMADKILAAVASSISEYPFDFQGARIISGQEEGAYGWITVNYLLGKFTQKLSWFNLKPSKDDTQETYGALDLGGASTQITFVPQNETTESPNNNLYFRLYGKNYSVYTHSFLCYGKDQALLQKLALGLQGTNGIIHEPCFHSRYMRKIKMSVLNEGFCTKRHELNSSFYPLVDIEIRGAGNFQRCRQSIIQLFNTSYCPYSSCSFNGVFLPPLHGQFGAFSAFYYVMEFLNLTSEESVSVEQLTEKLEEFCAQRWEEVQKNFGEVKEKYLSEYCFSGTYILVLLLNGYHFTAESWKNIHFMNKVRSTDVGWTLGYMLNLTNKIPAEEPMSPPLPHSTYVFLMVLFSLILLAVIIVGIV.... The pKi is 4.3. (3) The small molecule is CC1(C)CCC(CN2CCN(c3ccc(C(=O)NS(=O)(=O)c4ccc(NC5CCN(C6CCOCC6)CC5)c([N+](=O)[O-])c4)c(Oc4ccc5[nH]ccc5c4)c3F)CC2)=C(c2ccc(Cl)cc2)C1. The target protein (Q64373) has sequence MSQSNRELVVDFLSYKLSQKGYSWSQFSDVEENRTEAPEETEAERETPSAINGNPSWHLADSPAVNGATGHSSSLDAREVIPMAAVKQALREAGDEFELRYRRAFSDLTSQLHITPGTAYQSFEQVVNELFRDGVNWGRIVAFFSFGGALCVESVDKEMQVLVSRIASWMATYLNDHLEPWIQENGGWDTFVDLYGNNAAAESRKGQERFNRWFLTGMTVAGVVLLGSLFSRK. The pKi is 7.1. (4) The target protein (P22760) has sequence MGRKSLYLLIVGILIAYYIYTPLPDNVEEPWRMMWINAHLKTIQNLATFVELLGLHHFMDSFKVVGSFDEVPPTSDENVTVTETKFNNILVRVYVPKRKSEALRRGLFYIHGGGWCVGSAALSGYDLLSRWTADRLDAVVVSTNYRLAPKYHFPIQFEDVYNALRWFLRKKVLAKYGVNPERIGISGDSAGGNLAAAVTQQLLDDPDVKIKLKIQSLIYPALQPLDVDLPSYQENSNFLFLSKSLMVRFWSEYFTTDRSLEKAMLSRQHVPVESSHLFKFVNWSSLLPERFIKGHVYNNPNYGSSELAKKYPGFLDVRAAPLLADDNKLRGLPLTYVITCQYDLLRDDGLMYVTRLRNTGVQVTHNHVEDGFHGAFSFLGLKISHRLINQYIEWLKENL. The compound is CC(C)C(=O)Nc1ccc([N+](=O)[O-])c(C(F)(F)F)c1. The pKi is 4.8. (5) The compound is O=C(Nc1ccc(Cl)c(C(F)(F)F)c1)[C@H]1CC=C[C@H]2CCN(Cc3ccccc3)C(=O)[C@@H]12. The target protein sequence is MDSPIQIFRGEPGPTCAPSACLPPNSSAWFPGWAEPDSNGSAGSEDAQLEPAHISPAIPVIITAVYSVVFVVGLVGNSLVMFVIIRYTKMKTATNIYIFNLALADALVTTTMPFQSTVYLMNSWPFGDVLCKIVISIAYYNMFTSIFTLTMMSVDRYIAVCHPVKALDFRTPLKAKIINICIWLLSSSVGISAIVLGGTKVREDVDVIECSLQFPDDDYSWWDLFMKICVFIFAFVIPVLIIIVCYTLMILRLKSVRLLSGSREKDRNLRRITRLVLVVVAVFVVCWTPIHIFILVEALGSTSHSTAALSSYYFCIALGYTNSSLNPILYAFLDENFKRCFRDFCFPLKMRMERQSTSRVRNTVQDPAYLRDIDGMNKPV. The pKi is 7.5. (6) The small molecule is CC(C)(C)OC(=O)N[C@@H](Cc1ccc2ccccc2c1)C(=O)NCC#N. The target protein (P25975) has sequence MNPSFFLTVLCLGVASAAPKLDPNLDAHWHQWKATHRRLYGMNEEEWRRAVWEKNKKIIDLHNQEYSEGKHGFRMAMNAFGDMTNEEFRQVMNGFQNQKHKKGKLFHEPLLVDVPKSVDWTKKGYVTPVKNQGQCGSCWAFSATGALEGQMFRKTGKLVSLSEQNLVDCSRAQGNQGCNGGLMDNAFQYIKDNGGLDSEESYPYLATDTNSCNYKPECSAANDTGFVDIPQREKALMKAVATVGPISVAIDAGHTSFQFYKSGIYYDPDCSSKDLDHGVLVVGYGFEGTDSNNNKFWIVKNSWGPEWGWNGYVKMAKDQNNHCGIATAASYPTV. The pKi is 6.9. (7) The compound is N=C(N)NC(=O)c1nc(Cl)c(N2CCCCCC2)nc1N. The target protein sequence is SNRSLNATATQGAWDPGTLQALKIALVVLLSIITLATVLSNAFVLTTIFLTRKLHTPANCLIGSLAMTDLLVSILVMPISIAYTTTHTWSFGQLLCDIWLSSDITCCTASILHLCVIAL. The pKi is 5.0.